This data is from Reaction yield outcomes from USPTO patents with 853,638 reactions. The task is: Predict the reaction yield, written as a fraction of the theoretical maximum amount of product (1.0 means a 100% yield; for example, 0.34 means a 34% yield). (1) The reactants are Cl[C:2]1[N:7]=[C:6]([Cl:8])[N:5]=[C:4]([N:9]2[CH2:15][CH:14]3[O:16][CH:11]([CH2:12][CH2:13]3)[CH2:10]2)[N:3]=1.[CH3:17][NH:18][C:19]([NH:21][C:22]1[CH:27]=[CH:26][C:25](B2OC(C)(C)C(C)(C)O2)=[CH:24][CH:23]=1)=[O:20]. No catalyst specified. The product is [CH:11]12[O:16][CH:14]([CH2:13][CH2:12]1)[CH2:15][N:9]([C:4]1[N:5]=[C:6]([Cl:8])[N:7]=[C:2]([C:25]3[CH:24]=[CH:23][C:22]([NH:21][C:19]([NH:18][CH3:17])=[O:20])=[CH:27][CH:26]=3)[N:3]=1)[CH2:10]2. The yield is 0.290. (2) The reactants are [CH3:1][C:2]([CH3:17])([CH2:9][O:10][CH:11]1[CH2:16][CH2:15][CH2:14][CH2:13][O:12]1)[CH2:3][CH2:4][CH2:5]CC#N.[OH-:18].[Na+].[CH2:20]([OH:22])[CH3:21]. The catalyst is O. The product is [CH3:1][C:2]([CH3:17])([CH2:9][O:10][CH:11]1[CH2:16][CH2:15][CH2:14][CH2:13][O:12]1)[CH2:3][CH2:4][CH2:5][CH2:21][C:20]([OH:18])=[O:22]. The yield is 0.740. (3) The catalyst is C(O)C. The yield is 0.680. The product is [F:1][C:2]1[CH:3]=[CH:4][C:5]([C:8]2[N:12]([C:13]3[CH:14]=[CH:15][CH:16]=[CH:17][CH:18]=3)[N:11]=[CH:10][C:9]=2[C:19]2[S:20][CH:21]=[C:22]([CH2:24][C:25]([OH:27])=[O:26])[N:23]=2)=[CH:6][CH:7]=1. The reactants are [F:1][C:2]1[CH:7]=[CH:6][C:5]([C:8]2[N:12]([C:13]3[CH:18]=[CH:17][CH:16]=[CH:15][CH:14]=3)[N:11]=[CH:10][C:9]=2[C:19]2[S:20][CH:21]=[C:22]([CH2:24][C:25]([O:27]CC)=[O:26])[N:23]=2)=[CH:4][CH:3]=1.[OH-].[Na+].Cl. (4) The reactants are [F:1][C:2]1[CH:8]=[CH:7][C:6]([C:9]([F:12])([F:11])[F:10])=[CH:5][C:3]=1[NH2:4].Cl.[N:14]([O-])=O.[Na+].C([O-])(=O)C.[K+].[C:23]([CH2:26][C:27](=[O:29])[CH3:28])(=[O:25])[CH3:24]. The catalyst is O.CC(O)=O. The yield is 0.640. The product is [F:1][C:2]1[CH:8]=[CH:7][C:6]([C:9]([F:10])([F:11])[F:12])=[CH:5][C:3]=1[NH:4][N:14]=[C:26]([C:27](=[O:29])[CH3:28])[C:23](=[O:25])[CH3:24]. (5) The reactants are [Si:1]([O:8][CH:9]([C:15]1[S:16][C:17]([C:20]2[N:25]=[C:24]([NH:26][C:27]3[CH:31]=[C:30]([CH:32]4[CH2:34][CH2:33]4)[NH:29][N:28]=3)[C:23]([Cl:35])=[CH:22][N:21]=2)=[CH:18][CH:19]=1)[C:10]([O:12]CC)=[O:11])([C:4]([CH3:7])([CH3:6])[CH3:5])([CH3:3])[CH3:2].[OH-].[Na+]. The catalyst is C(O)C. The product is [Si:1]([O:8][CH:9]([C:15]1[S:16][C:17]([C:20]2[N:25]=[C:24]([NH:26][C:27]3[CH:31]=[C:30]([CH:32]4[CH2:33][CH2:34]4)[NH:29][N:28]=3)[C:23]([Cl:35])=[CH:22][N:21]=2)=[CH:18][CH:19]=1)[C:10]([OH:12])=[O:11])([C:4]([CH3:6])([CH3:7])[CH3:5])([CH3:3])[CH3:2]. The yield is 0.633. (6) The reactants are [Cl:1][C:2]1[CH:7]=[CH:6][CH:5]=[C:4]([Cl:8])[C:3]=1[C:9]1[CH:14]=[C:13]([F:15])[CH:12]=[CH:11][C:10]=1[O:16][CH3:17].S(=O)(=O)(O)O.C1C(=O)N([I:30])C(=O)C1.C(Cl)Cl. The catalyst is O1CCOCC1. The product is [Cl:1][C:2]1[CH:7]=[CH:6][CH:5]=[C:4]([Cl:8])[C:3]=1[C:9]1[CH:14]=[C:13]([F:15])[CH:12]=[C:11]([I:30])[C:10]=1[O:16][CH3:17]. The yield is 0.680.